This data is from Forward reaction prediction with 1.9M reactions from USPTO patents (1976-2016). The task is: Predict the product of the given reaction. (1) The product is: [CH2:36]([O:35][C:33]([N:28]1[CH2:29][CH2:30][CH2:31][CH:26]([NH:25][C:11]2[N:10]=[C:9]([NH2:8])[C:14]([C:15](=[O:16])[C:17]3[CH:22]=[CH:21][CH:20]=[CH:19][C:18]=3[O:23][CH3:24])=[CH:13][N:12]=2)[CH2:27]1)=[O:34])[CH3:37]. Given the reactants FC(F)(F)C(O)=O.[NH2:8][C:9]1[C:14]([C:15]([C:17]2[CH:22]=[CH:21][CH:20]=[CH:19][C:18]=2[O:23][CH3:24])=[O:16])=[CH:13][N:12]=[C:11]([NH:25][CH:26]2[CH2:31][CH2:30][CH2:29][NH:28][CH2:27]2)[N:10]=1.Cl[C:33]([O:35][CH2:36][CH3:37])=[O:34], predict the reaction product. (2) Given the reactants [CH2:1]([O:3][C:4]([N:6]1[CH2:11][CH2:10][N:9]([CH2:12][C:13]#[CH:14])[CH2:8][CH2:7]1)=[O:5])[CH3:2].I[C:16]1[CH:21]=[CH:20][CH:19]=[C:18]([O:22][CH3:23])[CH:17]=1.O, predict the reaction product. The product is: [CH2:1]([O:3][C:4]([N:6]1[CH2:7][CH2:8][N:9]([CH2:12][C:13]#[C:14][C:16]2[CH:21]=[CH:20][CH:19]=[C:18]([O:22][CH3:23])[CH:17]=2)[CH2:10][CH2:11]1)=[O:5])[CH3:2]. (3) Given the reactants [CH:1]([C:3]1[CH:4]=[C:5]([CH:9]([C:15]([O:17]CC)=[O:16])[C:10]([O:12]CC)=[O:11])[CH:6]=[CH:7][CH:8]=1)=[CH2:2].[OH-].[Na+], predict the reaction product. The product is: [CH:1]([C:3]1[CH:4]=[C:5]([CH:9]([C:15]([OH:17])=[O:16])[C:10]([OH:12])=[O:11])[CH:6]=[CH:7][CH:8]=1)=[CH2:2]. (4) Given the reactants [C:1]([O:5][C:6]([N:8]1[CH2:13][CH:12]([O:14][CH2:15][C:16]2[CH:25]=[CH:24][C:23]3[C:18](=[CH:19][CH:20]=[CH:21][CH:22]=3)[CH:17]=2)[CH:11]([C:26]2[CH:31]=[CH:30][C:29]([O:32][CH2:33][CH2:34][CH2:35][O:36][CH2:37][C:38]3[CH:43]=[CH:42][CH:41]=[CH:40][CH:39]=3)=[CH:28][CH:27]=2)[CH:10]([CH2:44][OH:45])[CH2:9]1)=[O:7])([CH3:4])([CH3:3])[CH3:2].[CH2:46](Br)[CH:47]=[CH2:48], predict the reaction product. The product is: [C:1]([O:5][C:6]([N:8]1[CH2:13][CH:12]([O:14][CH2:15][C:16]2[CH:25]=[CH:24][C:23]3[C:18](=[CH:19][CH:20]=[CH:21][CH:22]=3)[CH:17]=2)[CH:11]([C:26]2[CH:27]=[CH:28][C:29]([O:32][CH2:33][CH2:34][CH2:35][O:36][CH2:37][C:38]3[CH:39]=[CH:40][CH:41]=[CH:42][CH:43]=3)=[CH:30][CH:31]=2)[CH:10]([CH2:44][O:45][CH2:48][CH:47]=[CH2:46])[CH2:9]1)=[O:7])([CH3:3])([CH3:4])[CH3:2].